This data is from Forward reaction prediction with 1.9M reactions from USPTO patents (1976-2016). The task is: Predict the product of the given reaction. (1) Given the reactants [Si]([O:18][CH2:19][CH2:20][CH:21]1[CH2:23][CH:22]1[C@@H:24]([NH:29][C:30](=[O:39])[O:31][CH2:32][C:33]1[CH:38]=[CH:37][CH:36]=[CH:35][CH:34]=1)[CH2:25][CH:26]([CH3:28])[CH3:27])(C(C)(C)C)(C1C=CC=CC=1)C1C=CC=CC=1.CCCC[N+](CCCC)(CCCC)CCCC.[F-], predict the reaction product. The product is: [OH:18][CH2:19][CH2:20][CH:21]1[CH2:23][CH:22]1[C@@H:24]([NH:29][C:30](=[O:39])[O:31][CH2:32][C:33]1[CH:34]=[CH:35][CH:36]=[CH:37][CH:38]=1)[CH2:25][CH:26]([CH3:27])[CH3:28]. (2) Given the reactants I[C:2]1[CH:7]=[CH:6][C:5]([C:8]#[C:9][C:10]2[CH:15]=[CH:14][C:13]([C:16]3[CH:21]=[CH:20][C:19]([Cl:22])=[CH:18][CH:17]=3)=[CH:12][N:11]=2)=[CH:4][CH:3]=1.[CH2:23]([OH:26])[C:24]#[CH:25].C(N(CC)CC)C, predict the reaction product. The product is: [Cl:22][C:19]1[CH:20]=[CH:21][C:16]([C:13]2[CH:14]=[CH:15][C:10]([C:9]#[C:8][C:5]3[CH:6]=[CH:7][C:2]([C:25]#[C:24][CH2:23][OH:26])=[CH:3][CH:4]=3)=[N:11][CH:12]=2)=[CH:17][CH:18]=1. (3) Given the reactants [H-].[Na+].[NH:3]1[CH:7]=[CH:6][N:5]=[CH:4]1.[F:8][C:9]1[CH:10]=[C:11]([C:16]2[CH2:20][CH:19]([CH2:21][N:22]3[CH:26]=[CH:25][N:24]=[N:23]3)[O:18][N:17]=2)[CH:12]=[CH:13][C:14]=1F, predict the reaction product. The product is: [F:8][C:9]1[CH:10]=[C:11]([C:16]2[CH2:20][CH:19]([CH2:21][N:22]3[CH:26]=[CH:25][N:24]=[N:23]3)[O:18][N:17]=2)[CH:12]=[CH:13][C:14]=1[N:3]1[CH:7]=[CH:6][N:5]=[CH:4]1.